The task is: Predict the reaction yield, written as a fraction of the theoretical maximum amount of product (1.0 means a 100% yield; for example, 0.34 means a 34% yield).. This data is from Reaction yield outcomes from USPTO patents with 853,638 reactions. (1) The reactants are [CH2:1]([N:8]([CH:36]([CH:38]1[CH2:40][CH2:39]1)[CH3:37])C(=O)CN1C(=O)[C@]2(C3C(=CC(NC(C4C=NOC=4C)=O)=CC=3)CC2)NC1=O)[C:2]1[CH:7]=[CH:6][CH:5]=[CH:4][CH:3]=1.OC1[N:47]=[C:46]2CCC(=O)[C:45]2=CC=1.C([O-])([O-])=O.[K+].[K+]. The catalyst is CN(C=O)C.O. The product is [NH:47]1[C:5]2[C:6](=[CH:7][C:2]([CH2:1][NH:8][CH:36]([CH:38]3[CH2:39][CH2:40]3)[CH3:37])=[CH:3][CH:4]=2)[CH:45]=[CH:46]1. The yield is 0.950. (2) The reactants are Br[C:2]1[C:10]2[C:9]([NH:11][C@H:12]([C:14]3[N:19]([C:20]4[CH:25]=[CH:24][CH:23]=[CH:22][CH:21]=4)[C:18](=[O:26])[C:17]4=[C:27]([CH3:30])[CH:28]=[CH:29][N:16]4[N:15]=3)[CH3:13])=[N:8][CH:7]=[N:6][C:5]=2[N:4]([CH2:31][O:32][CH2:33][CH2:34][Si:35]([CH3:38])([CH3:37])[CH3:36])[CH:3]=1.[CH3:39][O:40][C:41]1[CH:42]=[C:43]([CH:45]=[CH:46][C:47]=1B1OC(C)(C)C(C)(C)O1)[NH2:44].C(=O)([O-])[O-].[Na+].[Na+].[Cl-].[NH4+]. The catalyst is CN(C)C=O.C1C=CC([P]([Pd]([P](C2C=CC=CC=2)(C2C=CC=CC=2)C2C=CC=CC=2)([P](C2C=CC=CC=2)(C2C=CC=CC=2)C2C=CC=CC=2)[P](C2C=CC=CC=2)(C2C=CC=CC=2)C2C=CC=CC=2)(C2C=CC=CC=2)C2C=CC=CC=2)=CC=1. The product is [NH2:44][C:43]1[CH:45]=[CH:46][C:47]([C:2]2[C:10]3[C:9]([NH:11][C@H:12]([C:14]4[N:19]([C:20]5[CH:25]=[CH:24][CH:23]=[CH:22][CH:21]=5)[C:18](=[O:26])[C:17]5=[C:27]([CH3:30])[CH:28]=[CH:29][N:16]5[N:15]=4)[CH3:13])=[N:8][CH:7]=[N:6][C:5]=3[N:4]([CH2:31][O:32][CH2:33][CH2:34][Si:35]([CH3:38])([CH3:37])[CH3:36])[CH:3]=2)=[C:41]([O:40][CH3:39])[CH:42]=1. The yield is 0.810. (3) The reactants are [F:1][C:2]1([F:59])[CH2:7][CH2:6][CH:5]([C:8]2[C:17]3[CH:16]([O:18]CC4C=CC(OC)=CC=4)[CH2:15][C:14]([CH3:29])([CH3:28])[CH2:13][C:12]=3[N:11]=[C:10]([CH:30]3[CH2:35][CH2:34][N:33]([C:36]4[N:41]=[CH:40][C:39]([CH2:42][O:43][CH:44]([CH3:46])[CH3:45])=[CH:38][N:37]=4)[CH2:32][CH2:31]3)[C:9]=2[CH:47]([F:58])[C:48]2[CH:53]=[CH:52][C:51]([C:54]([F:57])([F:56])[F:55])=[CH:50][CH:49]=2)[CH2:4][CH2:3]1.FC1(F)CCC(C2C3C(OCC4C=CC(OC)=CC=4)CC(C)(C)CC=3N=C(C3CCN(C4N=CC(COCC)=CN=4)CC3)C=2C(F)C2C=CC(C(F)(F)F)=CC=2)CC1. No catalyst specified. The product is [F:59][C:2]1([F:1])[CH2:3][CH2:4][CH:5]([C:8]2[C:17]3[CH:16]([OH:18])[CH2:15][C:14]([CH3:29])([CH3:28])[CH2:13][C:12]=3[N:11]=[C:10]([CH:30]3[CH2:35][CH2:34][N:33]([C:36]4[N:41]=[CH:40][C:39]([CH2:42][O:43][CH:44]([CH3:45])[CH3:46])=[CH:38][N:37]=4)[CH2:32][CH2:31]3)[C:9]=2[CH:47]([F:58])[C:48]2[CH:49]=[CH:50][C:51]([C:54]([F:55])([F:57])[F:56])=[CH:52][CH:53]=2)[CH2:6][CH2:7]1. The yield is 0.670.